This data is from NCI-60 drug combinations with 297,098 pairs across 59 cell lines. The task is: Regression. Given two drug SMILES strings and cell line genomic features, predict the synergy score measuring deviation from expected non-interaction effect. (1) Drug 1: C1CCC(CC1)NC(=O)N(CCCl)N=O. Drug 2: CC1CCCC2(C(O2)CC(NC(=O)CC(C(C(=O)C(C1O)C)(C)C)O)C(=CC3=CSC(=N3)C)C)C. Cell line: SF-268. Synergy scores: CSS=12.9, Synergy_ZIP=-5.08, Synergy_Bliss=4.91, Synergy_Loewe=2.97, Synergy_HSA=3.58. (2) Drug 1: C1=NC2=C(N=C(N=C2N1C3C(C(C(O3)CO)O)O)F)N. Drug 2: C1CN(CCN1C(=O)CCBr)C(=O)CCBr. Cell line: NCI/ADR-RES. Synergy scores: CSS=51.8, Synergy_ZIP=-3.80, Synergy_Bliss=-0.994, Synergy_Loewe=-20.9, Synergy_HSA=2.03. (3) Cell line: SK-OV-3. Drug 1: C1CN1P(=S)(N2CC2)N3CC3. Drug 2: CC1=C(C(=CC=C1)Cl)NC(=O)C2=CN=C(S2)NC3=CC(=NC(=N3)C)N4CCN(CC4)CCO. Synergy scores: CSS=24.8, Synergy_ZIP=-4.44, Synergy_Bliss=3.20, Synergy_Loewe=-33.2, Synergy_HSA=1.82. (4) Drug 1: C1=NC2=C(N=C(N=C2N1C3C(C(C(O3)CO)O)O)F)N. Drug 2: CC1C(C(CC(O1)OC2CC(OC(C2O)C)OC3=CC4=CC5=C(C(=O)C(C(C5)C(C(=O)C(C(C)O)O)OC)OC6CC(C(C(O6)C)O)OC7CC(C(C(O7)C)O)OC8CC(C(C(O8)C)O)(C)O)C(=C4C(=C3C)O)O)O)O. Cell line: TK-10. Synergy scores: CSS=13.0, Synergy_ZIP=-1.81, Synergy_Bliss=-0.598, Synergy_Loewe=-13.9, Synergy_HSA=-0.0768. (5) Drug 1: C1=NC2=C(N=C(N=C2N1C3C(C(C(O3)CO)O)F)Cl)N. Drug 2: CC12CCC3C(C1CCC2O)C(CC4=C3C=CC(=C4)O)CCCCCCCCCS(=O)CCCC(C(F)(F)F)(F)F. Cell line: MCF7. Synergy scores: CSS=24.6, Synergy_ZIP=1.79, Synergy_Bliss=-0.228, Synergy_Loewe=-6.84, Synergy_HSA=-2.20. (6) Drug 1: C1=CC=C(C=C1)NC(=O)CCCCCCC(=O)NO. Drug 2: C1=CC=C(C(=C1)C(C2=CC=C(C=C2)Cl)C(Cl)Cl)Cl. Cell line: OVCAR3. Synergy scores: CSS=5.29, Synergy_ZIP=-1.78, Synergy_Bliss=2.15, Synergy_Loewe=-14.2, Synergy_HSA=-2.29. (7) Drug 1: C1CN1C2=NC(=NC(=N2)N3CC3)N4CC4. Drug 2: CNC(=O)C1=NC=CC(=C1)OC2=CC=C(C=C2)NC(=O)NC3=CC(=C(C=C3)Cl)C(F)(F)F. Cell line: TK-10. Synergy scores: CSS=0.356, Synergy_ZIP=-19.8, Synergy_Bliss=-54.5, Synergy_Loewe=-32.6, Synergy_HSA=-58.4. (8) Drug 1: COC1=CC(=CC(=C1O)OC)C2C3C(COC3=O)C(C4=CC5=C(C=C24)OCO5)OC6C(C(C7C(O6)COC(O7)C8=CC=CS8)O)O. Drug 2: CN(C)C1=NC(=NC(=N1)N(C)C)N(C)C. Cell line: HCC-2998. Synergy scores: CSS=12.9, Synergy_ZIP=-1.82, Synergy_Bliss=-4.63, Synergy_Loewe=-70.6, Synergy_HSA=-8.60. (9) Drug 1: CCCCCOC(=O)NC1=NC(=O)N(C=C1F)C2C(C(C(O2)C)O)O. Drug 2: CCC1(C2=C(COC1=O)C(=O)N3CC4=CC5=C(C=CC(=C5CN(C)C)O)N=C4C3=C2)O.Cl. Cell line: HT29. Synergy scores: CSS=22.3, Synergy_ZIP=-2.80, Synergy_Bliss=-1.09, Synergy_Loewe=-41.5, Synergy_HSA=-2.02. (10) Drug 1: C1=CC(=CC=C1CC(C(=O)O)N)N(CCCl)CCCl.Cl. Drug 2: CS(=O)(=O)OCCCCOS(=O)(=O)C. Cell line: HS 578T. Synergy scores: CSS=15.4, Synergy_ZIP=-2.47, Synergy_Bliss=5.11, Synergy_Loewe=-3.58, Synergy_HSA=0.912.